From a dataset of Catalyst prediction with 721,799 reactions and 888 catalyst types from USPTO. Predict which catalyst facilitates the given reaction. (1) Reactant: CC(C)([O-])C.[K+].[C:7]1([S:17]([NH:20][C:21]2[CH:26]=[CH:25][C:24]([N+:27]([O-:29])=[O:28])=[CH:23][CH:22]=2)(=[O:19])=[O:18])[C:16]2[C:11](=[CH:12][CH:13]=[CH:14][CH:15]=2)[CH:10]=[CH:9][CH:8]=1.Br[CH2:31][C:32]([O:34][CH2:35][CH3:36])=[O:33]. Product: [CH2:35]([O:34][C:32]([CH2:31][N:20]([C:21]1[CH:26]=[CH:25][C:24]([N+:27]([O-:29])=[O:28])=[CH:23][CH:22]=1)[S:17]([C:7]1[C:16]2[C:11](=[CH:12][CH:13]=[CH:14][CH:15]=2)[CH:10]=[CH:9][CH:8]=1)(=[O:18])=[O:19])=[O:33])[CH3:36]. The catalyst class is: 42. (2) Reactant: [C:1]([O:5][C:6]([N:8]1[C@@H:13]([CH3:14])[CH2:12][C@H:11]([C:15]2[CH:20]=[CH:19][C:18]([F:21])=[C:17]([F:22])[CH:16]=2)[C@@H:10]([C:23](O)=O)[CH2:9]1)=[O:7])([CH3:4])([CH3:3])[CH3:2].CCN(C(C)C)C(C)C.CN(C(ON1N=NC2C=CC=NC1=2)=[N+](C)C)C.F[P-](F)(F)(F)(F)F.[Cl:59][C:60]1[C:65]([Cl:66])=[CH:64][CH:63]=[CH:62][C:61]=1[C:67](=[N:70][CH:71]1[CH2:73][CH2:72]1)[NH:68][NH2:69]. Product: [CH:71]1([N:70]2[C:67]([C:61]3[CH:62]=[CH:63][CH:64]=[C:65]([Cl:66])[C:60]=3[Cl:59])=[N:68][N:69]=[C:23]2[C@H:10]2[CH2:9][N:8]([C:6]([O:5][C:1]([CH3:4])([CH3:3])[CH3:2])=[O:7])[C@@H:13]([CH3:14])[CH2:12][C@@H:11]2[C:15]2[CH:20]=[CH:19][C:18]([F:21])=[C:17]([F:22])[CH:16]=2)[CH2:72][CH2:73]1. The catalyst class is: 3. (3) Reactant: [CH3:1][O:2][C:3](=[O:24])[CH2:4][CH2:5][CH2:6][O:7][C:8]1[C:16]2[O:15][C:14]([NH:17][CH:18]3[CH2:23][CH2:22][NH:21][CH2:20][CH2:19]3)=[N:13][C:12]=2[CH:11]=[CH:10][CH:9]=1.[CH2:25]([O:27][C:28]1[CH:29]=[C:30]([CH:33]=[C:34]([O:41][CH2:42][CH3:43])[C:35]=1[N:36]1[CH:40]=[CH:39][CH:38]=[CH:37]1)[CH:31]=O)[CH3:26].C([BH3-])#N.[Na+].C(N(C(C)C)C(C)C)C. Product: [CH3:1][O:2][C:3](=[O:24])[CH2:4][CH2:5][CH2:6][O:7][C:8]1[C:16]2[O:15][C:14]([NH:17][CH:18]3[CH2:19][CH2:20][N:21]([CH2:31][C:30]4[CH:33]=[C:34]([O:41][CH2:42][CH3:43])[C:35]([N:36]5[CH:40]=[CH:39][CH:38]=[CH:37]5)=[C:28]([O:27][CH2:25][CH3:26])[CH:29]=4)[CH2:22][CH2:23]3)=[N:13][C:12]=2[CH:11]=[CH:10][CH:9]=1. The catalyst class is: 212. (4) Reactant: [CH3:1][C:2]([C:4]1[CH:9]=[CH:8][C:7]([N+:10]([O-:12])=[O:11])=[CH:6][CH:5]=1)=[O:3].[Cl-].[Al+3].[Cl-].[Cl-].[Br:17]Br. Product: [Br:17][CH2:1][C:2]([C:4]1[CH:5]=[CH:6][C:7]([N+:10]([O-:12])=[O:11])=[CH:8][CH:9]=1)=[O:3]. The catalyst class is: 28. (5) Reactant: [CH3:1][C:2]1[N:6]([CH2:7][O:8][CH2:9][CH2:10][Si:11]([CH3:14])([CH3:13])[CH3:12])[CH:5]=[N:4][CH:3]=1.[Li]CCCC.C([C:22]([O:24][CH2:25][CH3:26])=[O:23])#N. Product: [CH2:25]([O:24][C:22]([C:5]1[N:6]([CH2:7][O:8][CH2:9][CH2:10][Si:11]([CH3:13])([CH3:12])[CH3:14])[C:2]([CH3:1])=[CH:3][N:4]=1)=[O:23])[CH3:26]. The catalyst class is: 49. (6) Reactant: [CH3:1][C:2]([CH3:14])([O:4][C:5]([N:7]1[CH:11]=[CH:10][CH:9]=[C:8]1[CH:12]=[O:13])=[O:6])[CH3:3].C[Si]([N:19]([Si](C)(C)C)[C:20]1[CH:21]=[C:22]([Mg]Cl)[CH:23]=[CH:24][CH:25]=1)(C)C. Product: [CH3:3][C:2]([CH3:14])([O:4][C:5]([N:7]1[CH:11]=[CH:10][CH:9]=[C:8]1[CH:12]([C:24]1[CH:23]=[CH:22][CH:21]=[C:20]([NH2:19])[CH:25]=1)[OH:13])=[O:6])[CH3:1]. The catalyst class is: 1. (7) Reactant: [O:1]=[C:2]1[N:6]([C:7]2[CH:17]=[CH:16][C:10]3[CH2:11][CH2:12][NH:13][CH2:14][CH2:15][C:9]=3[CH:8]=2)[CH2:5][C@H:4]([NH:18][C:19](=[O:28])[O:20][CH2:21][C:22]2[CH:27]=[CH:26][CH:25]=[CH:24][CH:23]=2)[CH2:3]1.C=O.[C:31](O[BH-](OC(=O)C)OC(=O)C)(=O)C.[Na+].C(=O)([O-])O.[Na+]. Product: [CH3:31][N:13]1[CH2:14][CH2:15][C:9]2[CH:8]=[C:7]([N:6]3[C:2](=[O:1])[CH2:3][C@@H:4]([NH:18][C:19](=[O:28])[O:20][CH2:21][C:22]4[CH:23]=[CH:24][CH:25]=[CH:26][CH:27]=4)[CH2:5]3)[CH:17]=[CH:16][C:10]=2[CH2:11][CH2:12]1. The catalyst class is: 130. (8) Reactant: Cl[Si](C)(C)C.Br[CH2:7][C:8]([O:10][CH2:11][CH3:12])=[O:9].[CH3:13][C:14]1[CH:21]=[C:20]([O:22][C:23]2[CH:28]=[CH:27][CH:26]=[CH:25][CH:24]=2)[CH:19]=[C:18]([B:29]2[O:33][C:32](C)(C)C(C)(C)[O:30]2)[C:15]=1C=O. Product: [CH2:11]([O:10][C:8](=[O:9])[CH2:7][CH:32]1[O:33][B:29]([OH:30])[C:18]2[CH:19]=[C:20]([O:22][C:23]3[CH:24]=[CH:25][CH:26]=[CH:27][CH:28]=3)[CH:21]=[C:14]([CH3:13])[C:15]1=2)[CH3:12]. The catalyst class is: 324. (9) Reactant: [NH2:1][C@H:2](C(O)=O)CS.ClCC=O.S(=O)(O)[O-].[Na+].N.[CH3:18][C:19]1([CH3:24])[N:23]=[CH:22][CH2:21][S:20]1.C#N. Product: [CH3:18][C:19]1([CH3:24])[NH:23][CH:22]([C:2]#[N:1])[CH2:21][S:20]1. The catalyst class is: 21. (10) Reactant: CC([CH2:5][CH2:6][N:7]([CH2:11][C:12]1([F:35])[CH2:15][N:14]([C:16]([C:18]2[CH:23]=[CH:22][C:21]([F:24])=[C:20]([F:25])[C:19]=2[NH:26][C:27]2[CH:32]=[CH:31][C:30]([I:33])=[CH:29][C:28]=2[F:34])=[O:17])[CH2:13]1)C(=O)[O-])(C)C.Cl. Product: [CH2:6]([NH:7][CH2:11][C:12]1([F:35])[CH2:15][N:14]([C:16]([C:18]2[C:19]([NH:26][C:27]3[CH:32]=[CH:31][C:30]([I:33])=[CH:29][C:28]=3[F:34])=[C:20]([F:25])[C:21]([F:24])=[CH:22][CH:23]=2)=[O:17])[CH2:13]1)[CH3:5]. The catalyst class is: 880.